Dataset: Forward reaction prediction with 1.9M reactions from USPTO patents (1976-2016). Task: Predict the product of the given reaction. (1) Given the reactants [CH2:1]([CH:3]([CH2:22][CH2:23][CH2:24][CH3:25])[CH2:4][O:5][C:6]1[CH:12]=[CH:11][C:10]([O:13][CH2:14][CH:15]([CH2:20][CH3:21])[CH2:16][CH2:17][CH2:18][CH3:19])=[CH:9][C:7]=1[NH2:8])[CH3:2].Br[CH2:27][CH2:28][CH2:29][CH2:30][CH3:31].C([O-])([O-])=O.[K+].[K+], predict the reaction product. The product is: [CH2:1]([CH:3]([CH2:22][CH2:23][CH2:24][CH3:25])[CH2:4][O:5][C:6]1[CH:12]=[CH:11][C:10]([O:13][CH2:14][CH:15]([CH2:20][CH3:21])[CH2:16][CH2:17][CH2:18][CH3:19])=[CH:9][C:7]=1[N:8]([CH2:2][CH2:1][CH2:3][CH2:22][CH3:23])[CH2:27][CH2:28][CH2:29][CH2:30][CH3:31])[CH3:2]. (2) Given the reactants [B-](F)(F)(F)F.CCOC(C(C#N)=NOC(N(C)C)=[N+](C)C)=O.C(N(C(C)C)C(C)C)C.[C@H:32]1([CH2:42][O:43][C:44]2[CH:49]=[CH:48][C:47]([NH2:50])=[CH:46][CH:45]=2)[C@@H:41]2[N:36]([CH2:37][CH2:38][CH2:39][CH2:40]2)[CH2:35][CH2:34][CH2:33]1.[CH2:51]([O:55][C:56]1[CH:64]=[CH:63][C:59]([C:60](O)=[O:61])=[CH:58][CH:57]=1)[CH2:52][CH2:53][CH3:54], predict the reaction product. The product is: [CH2:51]([O:55][C:56]1[CH:57]=[CH:58][C:59]([C:60]([NH:50][C:47]2[CH:48]=[CH:49][C:44]([O:43][CH2:42][C@H:32]3[C@@H:41]4[N:36]([CH2:37][CH2:38][CH2:39][CH2:40]4)[CH2:35][CH2:34][CH2:33]3)=[CH:45][CH:46]=2)=[O:61])=[CH:63][CH:64]=1)[CH2:52][CH2:53][CH3:54].